Dataset: Full USPTO retrosynthesis dataset with 1.9M reactions from patents (1976-2016). Task: Predict the reactants needed to synthesize the given product. (1) The reactants are: [NH2:1][C:2]1[CH:7]=[CH:6][C:5]([Cl:8])=[CH:4][C:3]=1[CH:9]([C:11]1[CH:16]=[CH:15][CH:14]=[C:13]([Cl:17])[C:12]=1[Cl:18])O.[C:19](O)(=[O:26])[CH:20]([CH2:22][C:23]([OH:25])=[O:24])[SH:21].Cl.O1CCOCC1.C(=O)([O-])[O-].[K+].[K+].Cl. Given the product [Cl:8][C:5]1[CH:6]=[CH:7][C:2]2[NH:1][C:19](=[O:26])[CH:20]([CH2:22][C:23]([OH:25])=[O:24])[S:21][CH:9]([C:11]3[CH:16]=[CH:15][CH:14]=[C:13]([Cl:17])[C:12]=3[Cl:18])[C:3]=2[CH:4]=1, predict the reactants needed to synthesize it. (2) Given the product [I:17][C:14]1[CH:13]=[C:10]2[C:9](=[CH:16][CH:15]=1)[N:4]1[CH2:5][C@@H:6]([CH3:8])[O:7][C@@H:2]([CH3:1])[C@@H:3]1[C:24]1([C:22](=[O:23])[NH:21][C:19](=[O:20])[NH:18][C:25]1=[O:26])[CH2:11]2, predict the reactants needed to synthesize it. The reactants are: [CH3:1][C@H:2]1[O:7][C@@H:6]([CH3:8])[CH2:5][N:4]([C:9]2[CH:16]=[CH:15][C:14]([I:17])=[CH:13][C:10]=2[CH:11]=O)[CH2:3]1.[NH:18]1[C:25](=[O:26])[CH2:24][C:22](=[O:23])[NH:21][C:19]1=[O:20]. (3) Given the product [CH3:11][O:12][C:13]1[CH:19]=[CH:18][C:17]([N:20]2[CH2:21][CH2:22][O:23][CH2:24][CH2:25]2)=[CH:16][C:14]=1[NH:15][C:2](=[O:3])[O:4][C:5]1[CH:10]=[CH:9][CH:8]=[CH:7][CH:6]=1, predict the reactants needed to synthesize it. The reactants are: Cl[C:2]([O:4][C:5]1[CH:10]=[CH:9][CH:8]=[CH:7][CH:6]=1)=[O:3].[CH3:11][O:12][C:13]1[CH:19]=[CH:18][C:17]([N:20]2[CH2:25][CH2:24][O:23][CH2:22][CH2:21]2)=[CH:16][C:14]=1[NH2:15].C([O-])(O)=O.[Na+]. (4) Given the product [ClH:1].[NH2:19][C@H:15]([CH:16]([CH3:18])[CH3:17])[C:14]([N:11]1[CH2:12][CH2:13][C:8]([C:5]2[CH:6]=[CH:7][C:2]([Cl:1])=[C:3]([O:31][CH3:32])[CH:4]=2)([OH:30])[C:9]([CH3:28])([CH3:29])[CH2:10]1)=[O:27], predict the reactants needed to synthesize it. The reactants are: [Cl:1][C:2]1[CH:7]=[CH:6][C:5]([C:8]2([OH:30])[CH2:13][CH2:12][N:11]([C:14](=[O:27])[C@H:15]([NH:19]C(=O)OC(C)(C)C)[CH:16]([CH3:18])[CH3:17])[CH2:10][C:9]2([CH3:29])[CH3:28])=[CH:4][C:3]=1[O:31][CH3:32].Cl. (5) Given the product [CH3:1][C:2]1[C:6]([C:7]([O:9][CH3:14])=[O:8])=[CH:5][NH:4][N:3]=1, predict the reactants needed to synthesize it. The reactants are: [CH3:1][C:2]1[C:6]([C:7]([OH:9])=[O:8])=[CH:5][NH:4][N:3]=1.S(Cl)(Cl)=O.[CH3:14]O. (6) Given the product [F:1][C:2]1[CH:8]=[CH:7][C:6]([CH2:9][C:10]2[NH:11][C:12]([C:25]3[CH:30]=[CH:29][CH:28]=[C:27]([CH3:31])[N:26]=3)=[C:13]([C:15]3[CH:16]=[C:17]4[C:22](=[CH:23][CH:24]=3)[N:21]=[CH:20][CH:19]=[CH:18]4)[N:14]=2)=[CH:5][C:3]=1[NH:4][CH2:33][CH2:34][OH:35], predict the reactants needed to synthesize it. The reactants are: [F:1][C:2]1[CH:8]=[CH:7][C:6]([CH2:9][C:10]2[NH:11][C:12]([C:25]3[CH:30]=[CH:29][CH:28]=[C:27]([CH3:31])[N:26]=3)=[C:13]([C:15]3[CH:16]=[C:17]4[C:22](=[CH:23][CH:24]=3)[N:21]=[CH:20][CH:19]=[CH:18]4)[N:14]=2)=[CH:5][C:3]=1[NH2:4].Br[CH2:33][CH2:34][OH:35].C(N(CC)C(C)C)(C)C. (7) Given the product [CH2:1]([O:2][C:15](=[O:17])[C:14]1[CH:13]=[CH:12][C:11]([C:8]2[CH:7]=[CH:6][C:5]([OH:4])=[CH:10][CH:9]=2)=[CH:19][CH:18]=1)[C:5]1[CH:10]=[CH:9][CH:8]=[CH:7][CH:6]=1, predict the reactants needed to synthesize it. The reactants are: [CH3:1][O-:2].[Na+].[OH:4][C:5]1[CH:10]=[CH:9][C:8]([C:11]2[CH:19]=[CH:18][C:14]([C:15]([OH:17])=O)=[CH:13][CH:12]=2)=[CH:7][CH:6]=1. (8) Given the product [CH3:1][O:2][C:3]1[CH:4]=[C:5]([NH:15][C:25]([NH2:24])=[S:26])[CH:6]=[CH:7][C:8]=1[N:9]1[CH:13]=[C:12]([CH3:14])[N:11]=[CH:10]1, predict the reactants needed to synthesize it. The reactants are: [CH3:1][O:2][C:3]1[CH:4]=[C:5]([NH2:15])[CH:6]=[CH:7][C:8]=1[N:9]1[CH:13]=[C:12]([CH3:14])[N:11]=[CH:10]1.C([N:24]=[C:25]=[S:26])(=O)C1C=CC=CC=1.C(=O)([O-])[O-].[K+].[K+]. (9) The reactants are: [CH:1]1([CH2:4][O:5][C:6]2[CH:7]=[CH:8][C:9]3[C:13]([CH:14]=2)=[N:12][N:11]([C@H:15]2[CH2:20][CH2:19][C@H:18]([CH2:21][CH2:22][CH:23]([OH:25])[CH3:24])[CH2:17][CH2:16]2)[CH:10]=3)[CH2:3][CH2:2]1.[CH2:26](N(CC)CC)C.[S:33](Cl)(Cl)(=[O:35])=[O:34].Cl. Given the product [CH3:26][S:33]([O:25][CH:23]([CH3:24])[CH2:22][CH2:21][C@H:18]1[CH2:19][CH2:20][C@H:15]([N:11]2[CH:10]=[C:9]3[C:13]([CH:14]=[C:6]([O:5][CH2:4][CH:1]4[CH2:3][CH2:2]4)[CH:7]=[CH:8]3)=[N:12]2)[CH2:16][CH2:17]1)(=[O:35])=[O:34], predict the reactants needed to synthesize it.